From a dataset of Catalyst prediction with 721,799 reactions and 888 catalyst types from USPTO. Predict which catalyst facilitates the given reaction. (1) Reactant: [Cl:1][C:2]1[CH:7]=[CH:6][C:5]([S:8]([N:11]([CH2:22][C:23]2[CH:28]=[CH:27][C:26]([C:29]#[N:30])=[CH:25][CH:24]=2)[CH:12]2[CH2:18][C:17]([CH3:20])([CH3:19])[CH2:16][CH2:15][NH:14][C:13]2=[O:21])(=[O:10])=[O:9])=[CH:4][CH:3]=1.[Cl-].[NH4+].[N-:33]=[N+:34]=[N-:35].[Na+].Cl. Product: [Cl:1][C:2]1[CH:7]=[CH:6][C:5]([S:8]([N:11]([CH:12]2[CH2:18][C:17]([CH3:19])([CH3:20])[CH2:16][CH2:15][NH:14][C:13]2=[O:21])[CH2:22][C:23]2[CH:28]=[CH:27][C:26]([C:29]3[N:33]=[N:34][NH:35][N:30]=3)=[CH:25][CH:24]=2)(=[O:9])=[O:10])=[CH:4][CH:3]=1. The catalyst class is: 42. (2) Reactant: [CH:1]12[NH:8][CH:5]([CH2:6][CH2:7]1)[CH2:4][N:3]([C:9]([O:11][C:12]([CH3:15])([CH3:14])[CH3:13])=[O:10])[CH2:2]2.Br[C:17]1[C:22]([Cl:23])=[CH:21][CH:20]=[CH:19][N:18]=1.C(=O)([O-])[O-].[K+].[K+]. Product: [Cl:23][C:22]1[C:17]([N:8]2[CH:5]3[CH2:6][CH2:7][CH:1]2[CH2:2][N:3]([C:9]([O:11][C:12]([CH3:15])([CH3:14])[CH3:13])=[O:10])[CH2:4]3)=[N:18][CH:19]=[CH:20][CH:21]=1. The catalyst class is: 42. (3) Reactant: [Cl:1][C:2]1[N:7]=[C:6]([C:8]([O:10][CH2:11][CH3:12])=[O:9])[C:5]([N+:13]([O-:15])=[O:14])=[C:4](Cl)[N:3]=1.[CH:17]1([C:20]2[NH:24][N:23]=[C:22]([NH2:25])[CH:21]=2)[CH2:19][CH2:18]1.O. Product: [Cl:1][C:2]1[N:7]=[C:6]([C:8]([O:10][CH2:11][CH3:12])=[O:9])[C:5]([N+:13]([O-:15])=[O:14])=[C:4]([NH:25][C:22]2[CH:21]=[C:20]([CH:17]3[CH2:19][CH2:18]3)[NH:24][N:23]=2)[N:3]=1. The catalyst class is: 1. (4) Product: [CH2:1]([C@@H:8]1[C@@H:16]([O:17][CH2:18][CH2:19][CH:20]([O:22][CH3:33])[CH3:21])[C@H:15]([CH3:23])[O:14][C:13](=[O:24])[C@@H:12]([NH:25][C:26](=[O:32])[O:27][C:28]([CH3:30])([CH3:29])[CH3:31])[CH2:11][O:10][CH2:9]1)[C:2]1[CH:3]=[CH:4][CH:5]=[CH:6][CH:7]=1. The catalyst class is: 2. Reactant: [CH2:1]([C@@H:8]1[C@@H:16]([O:17][CH2:18][CH2:19][CH:20]([OH:22])[CH3:21])[C@H:15]([CH3:23])[O:14][C:13](=[O:24])[C@@H:12]([NH:25][C:26](=[O:32])[O:27][C:28]([CH3:31])([CH3:30])[CH3:29])[CH2:11][O:10][CH2:9]1)[C:2]1[CH:7]=[CH:6][CH:5]=[CH:4][CH:3]=1.[CH3:33]N(C1C2C(N(C)C)=CC=CC=2C=CC=1)C.F[B-](F)(F)F.C[O+](C)C.C([O-])(O)=O.[Na+].